Dataset: Reaction yield outcomes from USPTO patents with 853,638 reactions. Task: Predict the reaction yield, written as a fraction of the theoretical maximum amount of product (1.0 means a 100% yield; for example, 0.34 means a 34% yield). (1) The reactants are [C:1]([O:5][C:6]([NH:8][C:9]([CH3:14])([C:11]([OH:13])=[O:12])[CH3:10])=[O:7])([CH3:4])([CH3:3])[CH3:2].[CH:15]1(O)[CH2:19][CH2:18][CH2:17][CH2:16]1.CCN=C=NCCCN(C)C. The catalyst is C(Cl)Cl.CN(C1C=CN=CC=1)C.CCOC(C)=O. The product is [C:1]([O:5][C:6]([NH:8][C:9]([CH3:14])([C:11]([O:13][CH:15]1[CH2:19][CH2:18][CH2:17][CH2:16]1)=[O:12])[CH3:10])=[O:7])([CH3:4])([CH3:2])[CH3:3]. The yield is 0.200. (2) The product is [CH:10]12[CH2:11][CH2:12][CH:13]([CH2:20][CH2:21]1)[C@H:14]([C:15]([O:17][CH2:18][CH3:19])=[O:16])[NH:9]2. The reactants are C1([C@@H]([N:9]2[C@@H:14]([C:15]([O:17][CH2:18][CH3:19])=[O:16])[C@H:13]3[CH2:20][CH2:21][C@@H:10]2[CH:11]=[CH:12]3)C)C=CC=CC=1. The yield is 0.470. The catalyst is C(OCC)(=O)C.[OH-].[OH-].[Pd+2]. (3) The reactants are [N+:1]([C:4]1[CH:13]=[C:12]2[C:7]([CH2:8][CH2:9][NH:10][CH2:11]2)=[CH:6][CH:5]=1)([O-:3])=[O:2].C(=O)(OC(C)(C)C)[O:15][C:16]([O:18][C:19]([CH3:22])([CH3:21])[CH3:20])=O. The catalyst is C1COCC1. The product is [N+:1]([C:4]1[CH:13]=[C:12]2[C:7]([CH2:8][CH2:9][N:10]([C:16]([O:18][C:19]([CH3:22])([CH3:21])[CH3:20])=[O:15])[CH2:11]2)=[CH:6][CH:5]=1)([O-:3])=[O:2]. The yield is 0.704. (4) The yield is 0.720. The product is [ClH:1].[Br:2][C:3]1[CH:28]=[CH:27][C:6]([CH2:7][CH:8]2[CH2:13][CH2:12][N:11]([CH2:14][CH2:15][C:16]3[CH:17]=[C:18]4[C:23](=[CH:24][CH:25]=3)[O:22][CH2:21][CH2:20][C:19]4=[O:26])[CH2:10][CH2:9]2)=[CH:5][C:4]=1[O:29][CH2:30][CH2:31][O:32][CH3:33]. The reactants are [ClH:1].[Br:2][C:3]1[CH:28]=[CH:27][C:6]([CH2:7][CH:8]2[CH2:13][CH2:12][N:11]([CH2:14][CH2:15][C:16]3[CH:17]=[C:18]4[C:23](=[CH:24][CH:25]=3)[O:22][CH2:21][CH2:20][C:19]4=[O:26])[CH2:10][CH2:9]2)=[CH:5][C:4]=1[O:29][CH2:30][CH2:31][O:32][CH3:33]. The catalyst is CC(O)C. (5) The reactants are Cl.[Cl:2][C:3]1[CH:4]=[C:5]([C:10]23[CH2:15][CH:14]2[CH2:13][NH:12][CH2:11]3)[CH:6]=[CH:7][C:8]=1[Cl:9].[CH:16](O)=O. The catalyst is C=O.O.[OH-].[Na+]. The product is [Cl:2][C:3]1[CH:4]=[C:5]([C:10]23[CH2:15][CH:14]2[CH2:13][N:12]([CH3:16])[CH2:11]3)[CH:6]=[CH:7][C:8]=1[Cl:9]. The yield is 0.790.